From a dataset of Reaction yield outcomes from USPTO patents with 853,638 reactions. Predict the reaction yield, written as a fraction of the theoretical maximum amount of product (1.0 means a 100% yield; for example, 0.34 means a 34% yield). (1) The reactants are NCC1C=C(NC(=O)N(CCC2C=CC(C(NC3C=C4C(=CC=3)C(N(C(OC(C)(C)C)=O)C(OC(C)(C)C)=O)=NC=C4)C(O)=O)=CC=2)C)C=CC=1S(CC)(=O)=O.[C:57]([O:61][C:62]([N:64]([C:106]([O:108][C:109]([CH3:112])([CH3:111])[CH3:110])=[O:107])[C:65]1[CH:74]=[CH:73][CH:72]=[C:71]2[C:66]=1[CH:67]=[CH:68][C:69]([NH:75][CH:76]([C:80]1[CH:85]=[CH:84][C:83]([CH2:86][CH2:87][O:88][C:89](=[O:104])[NH:90][C:91]3[CH:96]=[CH:95][C:94]([S:97]([CH2:100][CH3:101])(=[O:99])=[O:98])=[C:93]([C:102]#[N:103])[CH:92]=3)=[C:82]([CH3:105])[CH:81]=1)[C:77]([OH:79])=[O:78])=[CH:70]2)=[O:63])([CH3:60])([CH3:59])[CH3:58]. No catalyst specified. The product is [NH2:103][CH2:102][C:93]1[CH:92]=[C:91]([NH:90][C:89]([O:88][CH2:87][CH2:86][C:83]2[CH:84]=[CH:85][C:80]([CH:76]([NH:75][C:69]3[CH:68]=[CH:67][C:66]4[C:71](=[CH:72][CH:73]=[CH:74][C:65]=4[N:64]([C:106]([O:108][C:109]([CH3:112])([CH3:111])[CH3:110])=[O:107])[C:62]([O:61][C:57]([CH3:60])([CH3:58])[CH3:59])=[O:63])[CH:70]=3)[C:77]([OH:79])=[O:78])=[CH:81][C:82]=2[CH3:105])=[O:104])[CH:96]=[CH:95][C:94]=1[S:97]([CH2:100][CH3:101])(=[O:98])=[O:99]. The yield is 0.950. (2) The reactants are [Si]([O:8][C@@H:9]([CH3:34])[C@@H:10]([NH:23][C:24]1[CH:31]=[CH:30][C:27]([C:28]#[N:29])=[C:26]([Cl:32])[C:25]=1[CH3:33])[C:11]1[O:12][C:13]([C:16]2[CH:21]=[CH:20][C:19]([I:22])=[CH:18][CH:17]=2)=[N:14][N:15]=1)(C(C)(C)C)(C)C.CCCC[N+](CCCC)(CCCC)CCCC.[F-]. The catalyst is C1COCC1. The product is [Cl:32][C:26]1[C:25]([CH3:33])=[C:24]([NH:23][C@@H:10]([C:11]2[O:12][C:13]([C:16]3[CH:17]=[CH:18][C:19]([I:22])=[CH:20][CH:21]=3)=[N:14][N:15]=2)[C@@H:9]([OH:8])[CH3:34])[CH:31]=[CH:30][C:27]=1[C:28]#[N:29]. The yield is 0.940. (3) The reactants are [CH3:1][O:2][C:3](=[O:9])[C@@H:4]1[CH2:8][CH2:7][CH2:6][NH:5]1.[Cl:10][CH2:11][C:12](Cl)=[O:13]. No catalyst specified. The product is [CH3:1][O:2][C:3]([CH:4]1[CH2:8][CH2:7][CH2:6][N:5]1[C:12](=[O:13])[CH2:11][Cl:10])=[O:9]. The yield is 0.410. (4) The catalyst is C(O)C. The product is [C:28]([C:32]1[N:36]=[C:35]([N:24]2[CH2:23][CH2:22][CH:21]([N:17]3[CH2:18][CH2:19][CH2:20][C@H:15]([NH:14][C:4]4[C:3]([F:2])=[CH:8][C:7]([S:9]([CH3:12])(=[O:11])=[O:10])=[CH:6][C:5]=4[F:13])[C:16]3=[O:27])[CH2:26][CH2:25]2)[S:34][N:33]=1)([CH3:31])([CH3:30])[CH3:29]. The reactants are Cl.[F:2][C:3]1[CH:8]=[C:7]([S:9]([CH3:12])(=[O:11])=[O:10])[CH:6]=[C:5]([F:13])[C:4]=1[NH:14][C@H:15]1[CH2:20][CH2:19][CH2:18][N:17]([CH:21]2[CH2:26][CH2:25][NH:24][CH2:23][CH2:22]2)[C:16]1=[O:27].[C:28]([C:32]1[N:36]=[C:35](Cl)[S:34][N:33]=1)([CH3:31])([CH3:30])[CH3:29].C(N(CC)CC)C. The yield is 0.652. (5) The yield is 0.790. The product is [OH:1][C:2]([C:11]1[CH:16]=[CH:15][CH:14]=[CH:13][CH:12]=1)([C:6]1[CH:10]=[CH:9][S:8][CH:7]=1)[C:3]([O:5][CH2:39][CH:40]1[CH2:41][CH2:42][N:43]([C:46]([O:48][CH2:49][CH2:52][CH2:18][CH3:19])=[O:47])[CH2:44][CH2:45]1)=[O:4]. The reactants are [OH:1][C:2]([C:11]1[CH:16]=[CH:15][CH:14]=[CH:13][CH:12]=1)([C:6]1[CH:10]=[CH:9][S:8][CH:7]=1)[C:3]([OH:5])=[O:4].N12CCCN=C1CCC[CH2:19][CH2:18]2.S(O[CH2:39][CH:40]1[CH2:45][CH2:44][N:43]([C:46]([O:48][C:49]([CH3:52])(C)C)=[O:47])[CH2:42][CH2:41]1)(C1C=CC(C)=CC=1)(=O)=O. The catalyst is C1(C)C=CC=CC=1.CN(C)C=O. (6) The reactants are ClC1N=CC2C=C(C(NC)=O)N(C3CCCC3)C=2N=1.NC1N=CC([N:27]2[C:34](=[O:35])[CH2:33][C@H:32]3[N:36]([C:37]([O:39][C:40]([CH3:43])([CH3:42])[CH3:41])=[O:38])[C@H:29]([CH2:30][CH2:31]3)[CH2:28]2)=CC=1. No catalyst specified. The product is [C:40]([O:39][C:37]([N:36]1[CH:32]2[CH2:31][CH2:30][CH:29]1[CH2:28][NH:27][C:34](=[O:35])[CH2:33]2)=[O:38])([CH3:43])([CH3:41])[CH3:42]. The yield is 0.780.